From a dataset of Reaction yield outcomes from USPTO patents with 853,638 reactions. Predict the reaction yield, written as a fraction of the theoretical maximum amount of product (1.0 means a 100% yield; for example, 0.34 means a 34% yield). (1) The reactants are [N:1]([CH:4]([O:16][CH2:17][CH2:18][O:19][CH2:20][C:21]([O:23][CH2:24][CH3:25])=[O:22])[CH2:5][O:6][C:7]1[CH:8]=[C:9]([CH:13]=[CH:14][CH:15]=1)[C:10]([OH:12])=O)=[N+:2]=[N-:3].C1C(=O)N(OC(ON2C(=O)CCC2=O)=O)C(=O)C1.FC(F)(F)C(O)=O.[NH2:51][CH2:52][CH2:53][NH:54][C:55](=[O:60])[C:56]([F:59])([F:58])[F:57].C(N(C(C)C)CC)(C)C. The product is [CH2:24]([O:23][C:21](=[O:22])[CH2:20][O:19][CH2:18][CH2:17][O:16][CH:4]([N:1]=[N+:2]=[N-:3])[CH2:5][O:6][C:7]1[CH:15]=[CH:14][CH:13]=[C:9]([C:10](=[O:12])[NH:51][CH2:52][CH2:53][NH:54][C:55](=[O:60])[C:56]([F:59])([F:58])[F:57])[CH:8]=1)[CH3:25]. The catalyst is CN(C1C=CN=CC=1)C.CN(C=O)C. The yield is 0.866. (2) The reactants are Br[C:2]1[S:3][C:4]([C:8]2[N:12]=[CH:11][N:10]([CH2:13][O:14][CH2:15][CH2:16][Si:17]([CH3:20])([CH3:19])[CH3:18])[N:9]=2)=[C:5]([Br:7])[N:6]=1.C[Sn](C)(C)[C:23]1[CH:28]=[CH:27][N:26]=[C:25]([NH:29][C:30](=[O:32])[CH3:31])[CH:24]=1.[Cl-].[Li+]. The catalyst is O1CCOCC1.C1C=CC(/C=C/C(/C=C/C2C=CC=CC=2)=O)=CC=1.C1C=CC(/C=C/C(/C=C/C2C=CC=CC=2)=O)=CC=1.C1C=CC(/C=C/C(/C=C/C2C=CC=CC=2)=O)=CC=1.[Pd].[Pd].[Cu]I. The product is [Br:7][C:5]1[N:6]=[C:2]([C:23]2[CH:28]=[CH:27][N:26]=[C:25]([NH:29][C:30](=[O:32])[CH3:31])[CH:24]=2)[S:3][C:4]=1[C:8]1[N:12]=[CH:11][N:10]([CH2:13][O:14][CH2:15][CH2:16][Si:17]([CH3:20])([CH3:19])[CH3:18])[N:9]=1. The yield is 0.130.